This data is from NCI-60 drug combinations with 297,098 pairs across 59 cell lines. The task is: Regression. Given two drug SMILES strings and cell line genomic features, predict the synergy score measuring deviation from expected non-interaction effect. Drug 1: C1CC(=O)NC(=O)C1N2C(=O)C3=CC=CC=C3C2=O. Drug 2: C1C(C(OC1N2C=NC(=NC2=O)N)CO)O. Cell line: HOP-62. Synergy scores: CSS=5.04, Synergy_ZIP=-1.91, Synergy_Bliss=-0.469, Synergy_Loewe=-2.26, Synergy_HSA=-0.722.